From a dataset of Catalyst prediction with 721,799 reactions and 888 catalyst types from USPTO. Predict which catalyst facilitates the given reaction. (1) Reactant: Br.C(OC(=O)[NH:11][C:12]([C:15](=[O:37])[NH:16][C:17]1[S:18][C:19]([O:29][C:30]2[CH:35]=[CH:34][C:33]([F:36])=[CH:32][CH:31]=2)=[C:20]([C:22]2[CH:27]=[CH:26][C:25]([F:28])=[CH:24][CH:23]=2)[N:21]=1)([CH3:14])[CH3:13])C1C=CC=CC=1. Product: [NH2:11][C:12]([CH3:14])([CH3:13])[C:15]([NH:16][C:17]1[S:18][C:19]([O:29][C:30]2[CH:31]=[CH:32][C:33]([F:36])=[CH:34][CH:35]=2)=[C:20]([C:22]2[CH:23]=[CH:24][C:25]([F:28])=[CH:26][CH:27]=2)[N:21]=1)=[O:37]. The catalyst class is: 15. (2) Reactant: [CH3:1][Si:2]([CH3:17])([CH3:16])[C:3]1[CH:8]=[CH:7][C:6]([C@@H:9]2[CH2:14][CH2:13][O:12][CH2:11][C@H:10]2[NH2:15])=[CH:5][CH:4]=1.N12CCCN=C1CCCCC2.[CH3:29][CH:30]([S:32](Cl)(=[O:34])=[O:33])[CH3:31]. Product: [CH3:1][Si:2]([CH3:17])([CH3:16])[C:3]1[CH:4]=[CH:5][C:6]([C@@H:9]2[CH2:14][CH2:13][O:12][CH2:11][C@H:10]2[NH:15][S:32]([CH:30]([CH3:31])[CH3:29])(=[O:34])=[O:33])=[CH:7][CH:8]=1. The catalyst class is: 2. (3) Reactant: [F:1][C:2]1[CH:3]=[N:4][C:5]([N:8]2[CH2:16][C@@H:15]3[C@@:10]([C:26]4[S:27][C:28]([F:31])=[CH:29][CH:30]=4)([N:11]=[C:12]([NH:17]C(=O)C4C=CC=CC=4)[S:13][CH2:14]3)[CH2:9]2)=[N:6][CH:7]=1.[OH-].[Li+]. Product: [F:1][C:2]1[CH:7]=[N:6][C:5]([N:8]2[CH2:16][C@@H:15]3[C@@:10]([C:26]4[S:27][C:28]([F:31])=[CH:29][CH:30]=4)([N:11]=[C:12]([NH2:17])[S:13][CH2:14]3)[CH2:9]2)=[N:4][CH:3]=1. The catalyst class is: 5. (4) Reactant: O[C@@H:2]([CH3:19])[C@@H:3]([NH:7][C:8]([O:10][CH2:11][CH2:12][C:13]1[CH:18]=[CH:17][CH:16]=[CH:15][CH:14]=1)=[O:9])[C:4]([OH:6])=[O:5].CCN(CC)CC.CN(C(ON1N=NC2C=CC=CC1=2)=[N+](C)C)C.[B-](F)(F)(F)F. Product: [CH2:11]([O:10][C:8](=[O:9])[NH:7][C@H:3]1[C:4](=[O:6])[O:5][C@H:2]1[CH3:19])[CH2:12][C:13]1[CH:18]=[CH:17][CH:16]=[CH:15][CH:14]=1. The catalyst class is: 2.